This data is from Forward reaction prediction with 1.9M reactions from USPTO patents (1976-2016). The task is: Predict the product of the given reaction. Given the reactants [C:1]([CH2:4][C:5]1([CH2:8][C:9]([OH:11])=[O:10])[CH2:7][CH2:6]1)([OH:3])=O.C(OC(=O)C)(=O)C, predict the reaction product. The product is: [CH2:6]1[C:5]2([CH2:8][C:9](=[O:10])[O:11][C:1](=[O:3])[CH2:4]2)[CH2:7]1.